This data is from Forward reaction prediction with 1.9M reactions from USPTO patents (1976-2016). The task is: Predict the product of the given reaction. (1) Given the reactants [Cl:1][C:2]1[CH:3]=[CH:4][C:5](F)=[N:6][CH:7]=1.[CH:9]1([C:12]#[N:13])[CH2:11][CH2:10]1.C[Si]([N-][Si](C)(C)C)(C)C.[K+].[NH4+].[Cl-], predict the reaction product. The product is: [Cl:1][C:2]1[CH:3]=[CH:4][C:5]([C:9]2([C:12]#[N:13])[CH2:11][CH2:10]2)=[N:6][CH:7]=1. (2) Given the reactants [CH3:1][CH:2]1[N:6]([C:7]([O:9][C:10]([CH3:13])([CH3:12])[CH3:11])=[O:8])[CH2:5][CH:4]([C:14]([O:16]CC)=[O:15])[CH2:3]1.O[Li].O.O, predict the reaction product. The product is: [CH3:11][C:10]([O:9][C:7]([N:6]1[CH:2]([CH3:1])[CH2:3][CH:4]([C:14]([OH:16])=[O:15])[CH2:5]1)=[O:8])([CH3:12])[CH3:13].